The task is: Binary Classification. Given a T-cell receptor sequence (or CDR3 region) and an epitope sequence, predict whether binding occurs between them.. This data is from TCR-epitope binding with 47,182 pairs between 192 epitopes and 23,139 TCRs. (1) The epitope is FPRPWLHGL. The TCR CDR3 sequence is CASSRTGLPGNEQFF. Result: 0 (the TCR does not bind to the epitope). (2) The epitope is FVDGVPFVV. The TCR CDR3 sequence is CASSLSASEYPYPGNEQFF. Result: 0 (the TCR does not bind to the epitope). (3) The epitope is IQYIDIGNY. The TCR CDR3 sequence is CASSRRTNGGADTHYF. Result: 0 (the TCR does not bind to the epitope). (4) The epitope is LPPIVAKEI. The TCR CDR3 sequence is CSATSRDRALEQYF. Result: 0 (the TCR does not bind to the epitope).